Dataset: Peptide-MHC class II binding affinity with 134,281 pairs from IEDB. Task: Regression. Given a peptide amino acid sequence and an MHC pseudo amino acid sequence, predict their binding affinity value. This is MHC class II binding data. (1) The peptide sequence is GELQIVDKTDAAFKI. The MHC is DRB3_0202 with pseudo-sequence DRB3_0202. The binding affinity (normalized) is 0.229. (2) The peptide sequence is EMKYFAATQFEPLAA. The MHC is HLA-DQA10501-DQB10301 with pseudo-sequence HLA-DQA10501-DQB10301. The binding affinity (normalized) is 0.378. (3) The peptide sequence is LEKISNEIKIVATPD. The MHC is DRB1_0405 with pseudo-sequence DRB1_0405. The binding affinity (normalized) is 0.357. (4) The peptide sequence is YEVRAELPGVDPDKD. The MHC is DRB3_0202 with pseudo-sequence DRB3_0202. The binding affinity (normalized) is 0. (5) The peptide sequence is SQDLELSWNLNGLQAS. The binding affinity (normalized) is 0.496. The MHC is HLA-DQA10301-DQB10302 with pseudo-sequence HLA-DQA10301-DQB10302. (6) The peptide sequence is KEVEEAWASACGGTG. The MHC is HLA-DQA10501-DQB10301 with pseudo-sequence HLA-DQA10501-DQB10301. The binding affinity (normalized) is 0.358. (7) The peptide sequence is SSNPTILSEGNSFTA. The MHC is HLA-DPA10201-DPB10501 with pseudo-sequence HLA-DPA10201-DPB10501. The binding affinity (normalized) is 0.0770.